From a dataset of Catalyst prediction with 721,799 reactions and 888 catalyst types from USPTO. Predict which catalyst facilitates the given reaction. (1) Reactant: [C:1]1([NH2:8])[CH:6]=[CH:5][CH:4]=[CH:3][C:2]=1[NH2:7].[Br:9][C:10]1[CH:14]=[CH:13][S:12][C:11]=1[CH:15]=O. Product: [Br:9][C:10]1[CH:14]=[CH:13][S:12][C:11]=1[C:15]1[NH:8][C:1]2[CH:6]=[CH:5][CH:4]=[CH:3][C:2]=2[N:7]=1. The catalyst class is: 3. (2) Reactant: [F:1][C:2]1[C:7]2[N:8]([CH:11]3[CH2:16][CH2:15][CH2:14][CH2:13][O:12]3)[CH:9]=[N:10][C:6]=2[CH:5]=[C:4]([CH2:17][NH2:18])[CH:3]=1.Cl[C:20]1[N:25]=[C:24]([NH:26][C:27]2[NH:31][N:30]=[C:29]([CH:32]3[CH2:34][CH2:33]3)[CH:28]=2)[CH:23]=[CH:22][N:21]=1.CCN(C(C)C)C(C)C. Product: [CH:32]1([C:29]2[NH:30][N:31]=[C:27]([NH:26][C:24]3[CH:23]=[CH:22][N:21]=[C:20]([NH:18][CH2:17][C:4]4[CH:3]=[C:2]([F:1])[C:7]5[N:8]([CH:11]6[CH2:16][CH2:15][CH2:14][CH2:13][O:12]6)[CH:9]=[N:10][C:6]=5[CH:5]=4)[N:25]=3)[CH:28]=2)[CH2:34][CH2:33]1. The catalyst class is: 41. (3) Reactant: [CH3:1][O:2][C:3](=[O:36])[C:4]1[CH:9]=[CH:8][C:7]([CH2:10][C:11]([NH:13][NH:14][C:15](=O)[C:16]2[CH:21]=[CH:20][CH:19]=[C:18]([C:22]3[O:23][C:24]([C:27]4[CH:32]=[CH:31][C:30]([O:33][CH3:34])=[CH:29][CH:28]=4)=[CH:25][N:26]=3)[CH:17]=2)=[O:12])=[CH:6][CH:5]=1. The catalyst class is: 6. Product: [CH3:1][O:2][C:3](=[O:36])[C:4]1[CH:5]=[CH:6][C:7]([CH2:10][C:11]2[O:12][C:15]([C:16]3[CH:21]=[CH:20][CH:19]=[C:18]([C:22]4[O:23][C:24]([C:27]5[CH:32]=[CH:31][C:30]([O:33][CH3:34])=[CH:29][CH:28]=5)=[CH:25][N:26]=4)[CH:17]=3)=[N:14][N:13]=2)=[CH:8][CH:9]=1. (4) Reactant: [C:1]1([P:7](=[O:10])([OH:9])[OH:8])[CH:6]=[CH:5][CH:4]=[CH:3][CH:2]=1.[N+:11]([O-])([OH:13])=[O:12]. Product: [N+:11]([C:3]1[CH:2]=[C:1]([P:7](=[O:9])([OH:8])[OH:10])[CH:6]=[CH:5][CH:4]=1)([O-:13])=[O:12]. The catalyst class is: 65. (5) Reactant: [Cl:1][C:2]1[CH:33]=[CH:32][C:5]([O:6][C:7]2[CH:12]=[CH:11][C:10]([N:13]3[C@@H:17]([C:18]4[CH:23]=[CH:22][CH:21]=[C:20]([C:24]([F:27])([F:26])[F:25])[CH:19]=4)[CH2:16][C@H:15]([CH2:28][CH2:29][OH:30])[C:14]3=[O:31])=[CH:9][CH:8]=2)=[CH:4][CH:3]=1.[CH3:34][S:35](Cl)(=[O:37])=[O:36]. Product: [CH3:34][S:35]([O:30][CH2:29][CH2:28][C@H:15]1[CH2:16][C@H:17]([C:18]2[CH:23]=[CH:22][CH:21]=[C:20]([C:24]([F:26])([F:27])[F:25])[CH:19]=2)[N:13]([C:10]2[CH:9]=[CH:8][C:7]([O:6][C:5]3[CH:4]=[CH:3][C:2]([Cl:1])=[CH:33][CH:32]=3)=[CH:12][CH:11]=2)[C:14]1=[O:31])(=[O:37])=[O:36]. The catalyst class is: 2. (6) Reactant: [CH2:1]([NH2:4])[CH2:2][NH2:3].Cl[C:6]1[C:15]2[C:10](=[CH:11][C:12]([Cl:16])=[CH:13][CH:14]=2)[N:9]=[CH:8][CH:7]=1. Product: [Cl:16][C:12]1[CH:11]=[C:10]2[C:15]([C:6]([NH:3][CH2:2][CH2:1][NH2:4])=[CH:7][CH:8]=[N:9]2)=[CH:14][CH:13]=1. The catalyst class is: 74. (7) Reactant: C(OC([N:8]1[CH2:13][CH2:12][C:11](=[CH:14][C:15]2[N:16]=[C:17]([C:20]3[CH:25]=[CH:24][CH:23]=[CH:22][CH:21]=3)[S:18][CH:19]=2)[CH2:10][CH2:9]1)=O)(C)(C)C.FC(F)(F)C(O)=O. Product: [C:20]1([C:17]2[S:18][CH:19]=[C:15]([CH:14]=[C:11]3[CH2:12][CH2:13][NH:8][CH2:9][CH2:10]3)[N:16]=2)[CH:21]=[CH:22][CH:23]=[CH:24][CH:25]=1. The catalyst class is: 22. (8) Reactant: C(OC(C(F)(F)F)=O)(C(F)(F)F)=O.[Cl:14][C:15]1[C:16]([OH:37])=[C:17]([CH2:25][CH2:26][CH2:27][CH2:28][CH2:29][CH2:30][CH2:31][CH2:32][CH2:33][C:34]([OH:36])=[O:35])[C:18]([OH:24])=[C:19]([CH:22]=[O:23])[C:20]=1[CH3:21].[CH3:38][C:39](O)([CH3:41])[CH3:40].C([O-])(O)=O.[Na+]. Product: [Cl:14][C:15]1[C:16]([OH:37])=[C:17]([CH2:25][CH2:26][CH2:27][CH2:28][CH2:29][CH2:30][CH2:31][CH2:32][CH2:33][C:34]([O:36][C:39]([CH3:41])([CH3:40])[CH3:38])=[O:35])[C:18]([OH:24])=[C:19]([CH:22]=[O:23])[C:20]=1[CH3:21]. The catalyst class is: 11.